From a dataset of Catalyst prediction with 721,799 reactions and 888 catalyst types from USPTO. Predict which catalyst facilitates the given reaction. (1) Reactant: [F:1][C:2]1[CH:7]=[CH:6][CH:5]=[CH:4][C:3]=1[C:8]#[C:9][C:10]([OH:12])=O.Cl.[CH2:14]([O:16][C:17](=[O:21])[CH2:18][NH:19][CH3:20])[CH3:15].CN1CCOCC1. Product: [F:1][C:2]1[CH:7]=[CH:6][CH:5]=[CH:4][C:3]=1[C:8]#[C:9][C:10]([N:19]([CH2:18][C:17]([O:16][CH2:14][CH3:15])=[O:21])[CH3:20])=[O:12]. The catalyst class is: 64. (2) Reactant: [CH2:1]([N:3](CC)[CH2:4]C)C.[C:8]([O:12][C:13]([NH:15][CH:16]1[CH2:21][CH2:20][CH:19]([C:22]([OH:24])=O)[CH2:18][CH2:17]1)=[O:14])([CH3:11])([CH3:10])[CH3:9].CNC.F[P-](F)(F)(F)(F)F.N1(O[P+](N(C)C)(N(C)C)N(C)C)C2C=CC=CC=2N=N1. Product: [C:8]([O:12][C:13](=[O:14])[NH:15][CH:16]1[CH2:21][CH2:20][CH:19]([C:22]([N:3]([CH3:4])[CH3:1])=[O:24])[CH2:18][CH2:17]1)([CH3:11])([CH3:10])[CH3:9]. The catalyst class is: 34. (3) Product: [CH3:32][S:33]([O:8][C@H:7]([C:1]1[CH:2]=[CH:3][CH:4]=[CH:5][CH:6]=1)[C@H:9]1[O:14][CH2:13][CH2:12][N:11]([C@@H:15]([C:17]2[CH:22]=[CH:21][CH:20]=[CH:19][CH:18]=2)[CH3:16])[CH2:10]1)(=[O:35])=[O:34]. The catalyst class is: 4. Reactant: [C:1]1([C@H:7]([C@H:9]2[O:14][CH2:13][CH2:12][N:11]([C@@H:15]([C:17]3[CH:22]=[CH:21][CH:20]=[CH:19][CH:18]=3)[CH3:16])[CH2:10]2)[OH:8])[CH:6]=[CH:5][CH:4]=[CH:3][CH:2]=1.CCN(C(C)C)C(C)C.[CH3:32][S:33](Cl)(=[O:35])=[O:34]. (4) Reactant: [O:1]1[C:5]2[CH:6]=[CH:7][CH:8]=[CH:9][C:4]=2[N:3]=[C:2]1[N:10]1[CH2:15][CH2:14][CH2:13][CH2:12][C@H:11]1[C:16]([OH:18])=O.[CH3:19][C@H:20]1[CH2:25][CH2:24][CH2:23][C@@H:22]([CH3:26])[N:21]1[CH2:27][CH2:28][CH2:29][NH2:30].Cl.[CH3:32]N(C)CCCN=C=NCC. Product: [CH3:19][C@H:20]1[CH2:25][CH2:24][CH2:23][C@@H:22]([CH3:26])[N:21]1[CH2:27][CH2:28][CH2:29][NH:30][C:16]([C@@H:11]1[CH2:12][CH2:13][CH2:14][CH2:15][N:10]1[C:2]1[O:1][C:5]2[CH:6]=[CH:7][C:8]([CH3:32])=[CH:9][C:4]=2[N:3]=1)=[O:18]. The catalyst class is: 112.